From a dataset of Forward reaction prediction with 1.9M reactions from USPTO patents (1976-2016). Predict the product of the given reaction. (1) Given the reactants CC1(C)[O:7][CH2:6][CH:5]([N:8]2[C:13](=[O:14])[CH:12]=[N:11][C:10]3[CH:15]=[CH:16][C:17]([O:19][CH3:20])=[N:18][C:9]2=3)[CH2:4][O:3]1.Cl, predict the reaction product. The product is: [OH:3][CH2:4][CH:5]([N:8]1[C:13](=[O:14])[CH:12]=[N:11][C:10]2[CH:15]=[CH:16][C:17]([O:19][CH3:20])=[N:18][C:9]1=2)[CH2:6][OH:7]. (2) Given the reactants [F:1][C:2]1[CH:20]=[CH:19][C:5]([CH2:6][N:7]2[C:11]3=[CH:12][N:13]=[C:14]([C:16]([OH:18])=O)[CH:15]=[C:10]3[CH:9]=[CH:8]2)=[CH:4][CH:3]=1.Cl.[CH2:22]([NH:25][OH:26])[CH2:23][CH3:24], predict the reaction product. The product is: [F:1][C:2]1[CH:3]=[CH:4][C:5]([CH2:6][N:7]2[C:11]3=[CH:12][N:13]=[C:14]([C:16]([N:25]([OH:26])[CH2:22][CH2:23][CH3:24])=[O:18])[CH:15]=[C:10]3[CH:9]=[CH:8]2)=[CH:19][CH:20]=1. (3) Given the reactants [F:1][C:2]([F:26])([F:25])[C@H:3]([N:12]1[CH2:16][CH2:15][C@H:14]([NH:17][C:18](=[O:24])[O:19][C:20]([CH3:23])([CH3:22])[CH3:21])[CH2:13]1)[C:4]1[CH:5]=[N:6][C:7]([NH:10][NH2:11])=[CH:8][CH:9]=1.[CH3:27][O:28][C:29]1[CH:30]=[CH:31][CH:32]=[C:33]2[C:38]=1[N:37]=[C:36]([CH:39]=O)[CH:35]=[CH:34]2.C(O)(=O)C.C(O)(=O)C.IC1C=CC=CC=1.C(=O)(O)[O-].[Na+], predict the reaction product. The product is: [F:26][C:2]([F:25])([F:1])[C@H:3]([N:12]1[CH2:16][CH2:15][C@H:14]([NH:17][C:18](=[O:24])[O:19][C:20]([CH3:22])([CH3:23])[CH3:21])[CH2:13]1)[C:4]1[CH:9]=[CH:8][C:7]2[N:6]([C:39]([C:36]3[CH:35]=[CH:34][C:33]4[C:38](=[C:29]([O:28][CH3:27])[CH:30]=[CH:31][CH:32]=4)[N:37]=3)=[N:11][N:10]=2)[CH:5]=1. (4) Given the reactants [Br:1][C:2]1[C:11]2[C:6](=[CH:7][CH:8]=[CH:9][CH:10]=2)[N:5]=[C:4]([C:12]([OH:14])=O)[CH:3]=1.Cl.[NH2:16][C@H:17]1[CH2:22][CH2:21][O:20][CH2:19][C@@H:18]1[OH:23].CN([P+](ON1N=NC2C=CC=CC1=2)(N(C)C)N(C)C)C.F[P-](F)(F)(F)(F)F.C(N(CC)CC)C, predict the reaction product. The product is: [Br:1][C:2]1[C:11]2[C:6](=[CH:7][CH:8]=[CH:9][CH:10]=2)[N:5]=[C:4]([C:12]([NH:16][C@H:17]2[CH2:22][CH2:21][O:20][CH2:19][C@@H:18]2[OH:23])=[O:14])[CH:3]=1. (5) Given the reactants [OH:1][C:2]1[C:11]2[C:6](=[C:7]([OH:12])[CH:8]=[CH:9][CH:10]=2)[CH:5]=[CH:4][CH:3]=1.Br[CH2:14][CH2:15][CH2:16][CH2:17][CH2:18][CH3:19].Br[CH2:21][CH2:22][CH2:23][CH2:24][CH2:25][CH2:26][CH2:27][CH2:28][CH2:29][CH2:30][CH2:31][OH:32], predict the reaction product. The product is: [CH2:14]([O:1][C:2]1[CH:3]=[CH:4][CH:5]=[C:6]2[C:11]=1[CH:10]=[CH:9][CH:8]=[C:7]2[O:12][CH2:21][CH2:22][CH2:23][CH2:24][CH2:25][CH2:26][CH2:27][CH2:28][CH2:29][CH2:30][CH2:31][OH:32])[CH2:15][CH2:16][CH2:17][CH2:18][CH3:19]. (6) Given the reactants [CH2:1]([O:8][C@@H:9]1[C@@H:14]([O:15][CH2:16][C:17]2[CH:22]=[CH:21][CH:20]=[CH:19][CH:18]=2)[C@H:13]([O:23][CH2:24][C:25]2[CH:30]=[CH:29][CH:28]=[CH:27][CH:26]=2)[C@@H:12]([CH2:31][O:32][CH2:33][C:34]2[CH:39]=[CH:38][CH:37]=[CH:36][CH:35]=2)[O:11][C@H:10]1[C:40]1[C:48]2[C:43](=[C:44]([CH3:49])[CH:45]=[CH:46][CH:47]=2)[N:42]([CH2:50][C:51]2[CH:56]=[CH:55][C:54](/[CH:57]=[CH:58]/[CH2:59][C:60]([OH:62])=[O:61])=[CH:53][CH:52]=2)[CH:41]=1)[C:2]1[CH:7]=[CH:6][CH:5]=[CH:4][CH:3]=1.[CH3:63][C:64]1([CH3:71])[O:68][C@H:67]([CH2:69]O)[CH2:66][O:65]1.C1(N=C=NC2CCCCC2)CCCCC1, predict the reaction product. The product is: [CH2:1]([O:8][C@@H:9]1[C@@H:14]([O:15][CH2:16][C:17]2[CH:22]=[CH:21][CH:20]=[CH:19][CH:18]=2)[C@H:13]([O:23][CH2:24][C:25]2[CH:30]=[CH:29][CH:28]=[CH:27][CH:26]=2)[C@@H:12]([CH2:31][O:32][CH2:33][C:34]2[CH:39]=[CH:38][CH:37]=[CH:36][CH:35]=2)[O:11][C@H:10]1[C:40]1[C:48]2[C:43](=[C:44]([CH3:49])[CH:45]=[CH:46][CH:47]=2)[N:42]([CH2:50][C:51]2[CH:56]=[CH:55][C:54](/[CH:57]=[CH:58]/[CH2:59][C:60]([O:62][CH2:69][C@@H:67]3[CH2:66][O:65][C:64]([CH3:71])([CH3:63])[O:68]3)=[O:61])=[CH:53][CH:52]=2)[CH:41]=1)[C:2]1[CH:3]=[CH:4][CH:5]=[CH:6][CH:7]=1.